Dataset: Forward reaction prediction with 1.9M reactions from USPTO patents (1976-2016). Task: Predict the product of the given reaction. (1) Given the reactants CC(P(C(C)(C)C)C1[C:11]([C:12]2[CH:17]=[CH:16][CH:15]=[CH:14][CH:13]=2)=[CH:10][CH:9]=[CH:8][CH:7]=1)(C)C.C(N(CC)CC)C.[C:29]1([C:35]#[C:36][P:37](=[O:42])([OH:41])[O:38][CH2:39][CH3:40])[CH:34]=[CH:33][CH:32]=[CH:31][CH:30]=1.C(C1C=CC=CC=1)CCC#C, predict the reaction product. The product is: [C:29]1([C:35]#[C:36][P:37](=[O:41])([O:42][C:8]([CH2:9][CH2:10][CH2:11][C:12]2[CH:13]=[CH:14][CH:15]=[CH:16][CH:17]=2)=[CH2:7])[O:38][CH2:39][CH3:40])[CH:30]=[CH:31][CH:32]=[CH:33][CH:34]=1. (2) Given the reactants Cl.[NH2:2][CH2:3][C:4]1[C:13](=[O:14])[C:12]2[C:7](=[N:8][C:9]([C:15]([F:18])([F:17])[F:16])=[CH:10][CH:11]=2)[N:6]([C:19]2[CH:24]=[CH:23][CH:22]=[CH:21][CH:20]=2)[C:5]=1[C:25]([O:27][CH3:28])=[O:26].[NH:29]1[CH:33]=[CH:32][N:31]=[C:30]1[C:34]1[CH:42]=[CH:41][C:37]([C:38](O)=[O:39])=[CH:36][CH:35]=1, predict the reaction product. The product is: [CH3:28][O:27][C:25]([C:5]1[N:6]([C:19]2[CH:20]=[CH:21][CH:22]=[CH:23][CH:24]=2)[C:7]2[C:12]([C:13](=[O:14])[C:4]=1[CH2:3][NH:2][C:38](=[O:39])[C:37]1[CH:36]=[CH:35][C:34]([C:30]3[NH:31][CH:32]=[CH:33][N:29]=3)=[CH:42][CH:41]=1)=[CH:11][CH:10]=[C:9]([C:15]([F:16])([F:17])[F:18])[N:8]=2)=[O:26]. (3) Given the reactants Br[C:2]1[CH:3]=[CH:4][C:5]([CH:8]([C:21]2[CH:26]=[CH:25][CH:24]=[CH:23][CH:22]=2)[O:9][C@@H:10]([CH2:17][CH:18]([CH3:20])[CH3:19])[C:11]([NH:13][CH2:14][C:15]#[N:16])=[O:12])=[N:6][CH:7]=1.[N:27]1([C:33]2[CH:38]=[CH:37][C:36](B(O)O)=[CH:35][CH:34]=2)[CH2:32][CH2:31][NH:30][CH2:29][CH2:28]1.C(Cl)Cl.C(=O)([O-])[O-].[Na+].[Na+], predict the reaction product. The product is: [C:15]([CH2:14][NH:13][C:11](=[O:12])[C@@H:10]([O:9][CH:8]([C:21]1[CH:26]=[CH:25][CH:24]=[CH:23][CH:22]=1)[C:5]1[CH:4]=[CH:3][C:2]([C:36]2[CH:35]=[CH:34][C:33]([N:27]3[CH2:28][CH2:29][NH:30][CH2:31][CH2:32]3)=[CH:38][CH:37]=2)=[CH:7][N:6]=1)[CH2:17][CH:18]([CH3:20])[CH3:19])#[N:16]. (4) Given the reactants [CH2:1]1[C@H:13]2[C@H:4]([N:5]([CH2:14][C:15]#[N:16])[C:6]3[CH:7]=[CH:8][CH:9]=[CH:10][C:11]=3[CH2:12]2)[CH2:3][CH2:2]1.[H][H].C([OH:21])C, predict the reaction product. The product is: [OH-:21].[NH4+:5].[CH2:1]1[C@@H:13]2[C@H:4]([N:5]([CH2:14][C:15]#[N:16])[C:6]3[CH:7]=[CH:8][CH:9]=[CH:10][C:11]=3[CH2:12]2)[CH2:3][CH2:2]1.